This data is from Forward reaction prediction with 1.9M reactions from USPTO patents (1976-2016). The task is: Predict the product of the given reaction. Given the reactants C(OC(=O)N[C:8]1[CH:17]=[C:16]([O:18][CH:19]([CH3:21])[CH3:20])[C:15]([Cl:22])=[C:14]2[C:9]=1[CH2:10][CH2:11][NH:12][C:13]2=[O:23])(C)(C)C.[BrH:25].N([O-])=O.[Na+].C([O-])(O)=O.[Na+], predict the reaction product. The product is: [Br:25][C:8]1[CH:17]=[C:16]([O:18][CH:19]([CH3:21])[CH3:20])[C:15]([Cl:22])=[C:14]2[C:9]=1[CH2:10][CH2:11][NH:12][C:13]2=[O:23].